This data is from Reaction yield outcomes from USPTO patents with 853,638 reactions. The task is: Predict the reaction yield, written as a fraction of the theoretical maximum amount of product (1.0 means a 100% yield; for example, 0.34 means a 34% yield). The reactants are [Br:1][C:2]1[CH:7]=[CH:6][C:5]([OH:8])=[CH:4][C:3]=1[CH2:9][N:10]([CH3:12])[CH3:11].[CH2:13](Br)[C:14]1[CH:19]=[CH:18][CH:17]=[CH:16][CH:15]=1.C(=O)([O-])[O-].[K+].[K+]. The catalyst is CN(C=O)C. The product is [CH2:13]([O:8][C:5]1[CH:6]=[CH:7][C:2]([Br:1])=[C:3]([CH2:9][N:10]([CH3:12])[CH3:11])[CH:4]=1)[C:14]1[CH:19]=[CH:18][CH:17]=[CH:16][CH:15]=1. The yield is 0.980.